The task is: Predict the product of the given reaction.. This data is from Forward reaction prediction with 1.9M reactions from USPTO patents (1976-2016). (1) The product is: [NH:1]1[CH:5]=[N:4][C:3]([S:6][CH2:7][CH2:8][O:9][C:13]2[CH:18]=[C:17]([C:19]#[N:20])[CH:16]=[CH:15][N:14]=2)=[N:2]1. Given the reactants [NH:1]1[CH:5]=[N:4][C:3]([S:6][CH2:7][CH2:8][OH:9])=[N:2]1.[H-].[Na+].Cl[C:13]1[CH:18]=[C:17]([C:19]#[N:20])[CH:16]=[CH:15][N:14]=1.Cl, predict the reaction product. (2) Given the reactants [CH3:1][C:2]([O:5][C:6]([NH:8][C@H:9]([C:11]([OH:13])=O)[CH3:10])=[O:7])([CH3:4])[CH3:3].CCN=C=NCCCN(C)C.Cl.[CH:26]1[CH:27]=[CH:28][C:29]2N(O)N=[N:32][C:30]=2[CH:31]=1.C(N1CCOCC1)C.C1(N)CCCCC1, predict the reaction product. The product is: [CH:30]1([NH:32][C:11](=[O:13])[C@@H:9]([NH:8][C:6](=[O:7])[O:5][C:2]([CH3:1])([CH3:3])[CH3:4])[CH3:10])[CH2:31][CH2:26][CH2:27][CH2:28][CH2:29]1. (3) Given the reactants [CH3:1][O:2][C:3](=[O:28])[C:4]1[CH:9]=[CH:8][CH:7]=[C:6]([O:10][C:11]2[CH:16]=[CH:15][C:14](C=O)=[C:13]([B:19]3[O:23][C:22](C)(C)C(C)(C)[O:20]3)[CH:12]=2)[CH:5]=1.[BH4-].[Na+], predict the reaction product. The product is: [CH3:1][O:2][C:3](=[O:28])[C:4]1[CH:9]=[CH:8][CH:7]=[C:6]([O:10][C:11]2[CH:16]=[CH:15][C:14]3[CH2:22][O:23][B:19]([OH:20])[C:13]=3[CH:12]=2)[CH:5]=1. (4) Given the reactants [H-].[Na+].[CH3:3][O:4][C:5]1[CH:6]=[C:7]([C:11]2([NH:23][S:24]([NH2:27])(=[O:26])=[O:25])[CH2:16][CH2:15][N:14]([C:17]3[N:22]=[CH:21][CH:20]=[CH:19][N:18]=3)[CH2:13][CH2:12]2)[CH:8]=[CH:9][CH:10]=1.[C:28](Cl)(=[O:33])[C:29]([CH3:32])([CH3:31])[CH3:30].Cl, predict the reaction product. The product is: [CH3:3][O:4][C:5]1[CH:6]=[C:7]([C:11]2([NH:23][S:24]([NH:27][C:28](=[O:33])[C:29]([CH3:32])([CH3:31])[CH3:30])(=[O:26])=[O:25])[CH2:12][CH2:13][N:14]([C:17]3[N:18]=[CH:19][CH:20]=[CH:21][N:22]=3)[CH2:15][CH2:16]2)[CH:8]=[CH:9][CH:10]=1. (5) Given the reactants [CH:1]1([CH:7]2[CH:16]3[CH2:17][CH2:18][CH2:19][O:20][CH:15]3[C:14]3[C:13]([N+:21]([O-])=O)=[CH:12][CH:11]=[CH:10][C:9]=3[NH:8]2)[CH2:6][CH2:5][CH2:4][CH2:3][CH2:2]1, predict the reaction product. The product is: [CH:1]1([CH:7]2[CH:16]3[CH2:17][CH2:18][CH2:19][O:20][CH:15]3[C:14]3[C:13]([NH2:21])=[CH:12][CH:11]=[CH:10][C:9]=3[NH:8]2)[CH2:2][CH2:3][CH2:4][CH2:5][CH2:6]1. (6) The product is: [CH2:26]([C:28]1[C:36]2[C:31](=[CH:32][CH:33]=[CH:34][C:35]=2[NH:37][C:10]([C:3]2[N:4]3[CH:9]=[CH:8][CH:7]=[CH:6][C:5]3=[N:1][CH:2]=2)=[O:12])[N:30]([CH2:38][C:39]2[CH:44]=[CH:43][CH:42]=[C:41]([O:45][CH3:46])[N:40]=2)[N:29]=1)[CH3:27]. Given the reactants [N:1]1[CH:2]=[C:3]([C:10]([OH:12])=O)[N:4]2[CH:9]=[CH:8][CH:7]=[CH:6][C:5]=12.S(Cl)(Cl)=O.ClCCCl.C1COCC1.[CH2:26]([C:28]1[C:36]2[C:35]([NH2:37])=[CH:34][CH:33]=[CH:32][C:31]=2[N:30]([CH2:38][C:39]2[CH:44]=[CH:43][CH:42]=[C:41]([O:45][CH3:46])[N:40]=2)[N:29]=1)[CH3:27], predict the reaction product. (7) Given the reactants [F:1][C:2]1[C:7]([F:8])=[CH:6][CH:5]=[CH:4][C:3]=1[NH:9][NH2:10].[C:11]([O:16][CH2:17][CH3:18])(=[O:15])[C:12]([CH3:14])=O, predict the reaction product. The product is: [CH2:17]([O:16][C:11](=[O:15])[C:12](=[N:10][NH:9][C:3]1[CH:4]=[CH:5][CH:6]=[C:7]([F:8])[C:2]=1[F:1])[CH3:14])[CH3:18]. (8) Given the reactants O[C:2]1[N:7]=[CH:6][N:5]=[C:4]([CH2:8][O:9][C:10](=[O:16])[CH2:11][CH2:12][CH2:13][CH2:14][CH3:15])[CH:3]=1.CN(C)C1C=CC=CC=1.O=P(Cl)(Cl)[Cl:28], predict the reaction product. The product is: [Cl:28][C:2]1[N:7]=[CH:6][N:5]=[C:4]([CH2:8][O:9][C:10](=[O:16])[CH2:11][CH2:12][CH2:13][CH2:14][CH3:15])[CH:3]=1. (9) The product is: [CH3:44][O:43][C:41]([CH:27]1[CH2:26][CH:25]([O:23][C:7]2[C:6]3[C:11](=[C:12]([CH3:13])[C:3]([O:2][CH3:1])=[CH:4][CH:5]=3)[N:10]=[C:9]([C:14]3[S:15][CH:16]=[C:17]([C:19]([F:22])([F:21])[F:20])[N:18]=3)[CH:8]=2)[CH2:30][CH2:29][N:28]1[C:31]([O:33][CH2:34][C:35]1[CH:36]=[CH:37][CH:38]=[CH:39][CH:40]=1)=[O:32])=[O:42]. Given the reactants [CH3:1][O:2][C:3]1[C:12]([CH3:13])=[C:11]2[C:6]([C:7]([OH:23])=[CH:8][C:9]([C:14]3[S:15][CH:16]=[C:17]([C:19]([F:22])([F:21])[F:20])[N:18]=3)=[N:10]2)=[CH:5][CH:4]=1.O[C@@H:25]1[CH2:30][CH2:29][N:28]([C:31]([O:33][CH2:34][C:35]2[CH:40]=[CH:39][CH:38]=[CH:37][CH:36]=2)=[O:32])[C@H:27]([C:41]([O:43][CH3:44])=[O:42])[CH2:26]1.C1(P(C2C=CC=CC=2)C2C=CC=CC=2)C=CC=CC=1.CC(OC(/N=N/C(OC(C)C)=O)=O)C, predict the reaction product.